From a dataset of Forward reaction prediction with 1.9M reactions from USPTO patents (1976-2016). Predict the product of the given reaction. The product is: [OH:9][C:6]1[N:7]2[N:8]=[C:11]([CH2:12][CH3:13])[N:1]=[C:2]2[N:3]=[C:4]([CH3:10])[CH:5]=1. Given the reactants [NH2:1][C:2]1[N:7]([NH2:8])[C:6](=[O:9])[CH:5]=[C:4]([CH3:10])[N:3]=1.[C:11](Cl)(=O)[CH2:12][CH3:13], predict the reaction product.